This data is from Full USPTO retrosynthesis dataset with 1.9M reactions from patents (1976-2016). The task is: Predict the reactants needed to synthesize the given product. (1) Given the product [F:38][CH:34]([F:39])[N:2]1[CH:3]=[C:4]([B:6]2[O:7][C:8]([CH3:9])([CH3:10])[C:11]([CH3:13])([CH3:12])[O:14]2)[CH:5]=[N:1]1, predict the reactants needed to synthesize it. The reactants are: [NH:1]1[CH:5]=[C:4]([B:6]2[O:14][C:11]([CH3:13])([CH3:12])[C:8]([CH3:10])([CH3:9])[O:7]2)[CH:3]=[N:2]1.C1OCCOCCOCCOCCOCCOC1.Cl[C:34]([F:39])([F:38])C([O-])=O.[Na+]. (2) Given the product [C:1]1([C:7]2[CH:8]=[CH:9][C:10]3[NH:16][C:15](=[O:17])[CH:14]([NH:18][C:19](=[O:38])[C@H:20]([O:21][CH3:22])[C@H:23]([OH:24])[C@@H:28]([OH:29])[C@H:27]([OH:26])/[CH:30]=[CH:31]/[C:32]([CH3:35])([CH3:33])[CH3:34])[CH2:13][CH2:12][C:11]=3[CH:39]=2)[CH:6]=[CH:5][CH:4]=[CH:3][CH:2]=1, predict the reactants needed to synthesize it. The reactants are: [C:1]1([C:7]2[CH:8]=[CH:9][C:10]3[NH:16][C:15](=[O:17])[CH:14]([NH:18][C:19](=[O:38])[C@@H:20]([C@H:23]4[C@@H:28]([OH:29])[C@@H:27](/[CH:30]=[CH:31]/[C:32]([CH3:35])([CH3:34])[CH3:33])[O:26]C(C)(C)[O:24]4)[O:21][CH3:22])[CH2:13][CH2:12][C:11]=3[CH:39]=2)[CH:6]=[CH:5][CH:4]=[CH:3][CH:2]=1.[OH-].[Na+]. (3) Given the product [F:1][C:2]1[CH:7]=[CH:6][C:5]([C:8]2[N:12]([C:13]3[CH:18]=[CH:17][CH:16]=[CH:15][CH:14]=3)[N:11]=[C:10]([CH2:19][CH2:20][CH2:21][N:32]3[CH2:33][CH2:34][N:29]([C:23]4[CH:28]=[CH:27][CH:26]=[CH:25][CH:24]=4)[CH2:30][CH2:31]3)[CH:9]=2)=[CH:4][CH:3]=1, predict the reactants needed to synthesize it. The reactants are: [F:1][C:2]1[CH:7]=[CH:6][C:5]([C:8]2[N:12]([C:13]3[CH:18]=[CH:17][CH:16]=[CH:15][CH:14]=3)[N:11]=[C:10]([CH2:19][CH2:20][CH:21]=O)[CH:9]=2)=[CH:4][CH:3]=1.[C:23]1([N:29]2[CH2:34][CH2:33][NH:32][CH2:31][CH2:30]2)[CH:28]=[CH:27][CH:26]=[CH:25][CH:24]=1.CCN(C(C)C)C(C)C.[BH-](OC(C)=O)(OC(C)=O)OC(C)=O.[Na+]. (4) Given the product [CH3:1][O:2][C:3]1[C:4]([CH2:30][NH:31][C:19](=[O:21])[O:18][C:15]([CH3:17])([CH3:16])[CH3:14])=[N:5][CH:6]=[C:7]([N+:9]([O-:11])=[O:10])[CH:8]=1, predict the reactants needed to synthesize it. The reactants are: [CH3:1][O:2][C:3]1[C:4](NC)=[N:5][CH:6]=[C:7]([N+:9]([O-:11])=[O:10])[CH:8]=1.[CH3:14][C:15]([O:18][C:19]([O:21]C(OC(C)(C)C)=O)=O)([CH3:17])[CH3:16].C[C:30]#[N:31]. (5) Given the product [CH3:1][C:2]1[CH:6]=[C:5]([CH3:7])[N:4]([C:8]2[CH:9]=[C:10]([CH:25]=[CH:26][CH:27]=2)[O:11][C:12]2[CH:24]=[CH:23][C:22]3[C:21]4[C:16](=[CH:17][CH:18]=[CH:19][CH:20]=4)[N:15]([C:29]4[CH:34]=[C:33]([C:35]5[CH:40]=[CH:39][CH:38]=[CH:37][CH:36]=5)[CH:32]=[CH:31][N:30]=4)[C:14]=3[CH:13]=2)[N:3]=1, predict the reactants needed to synthesize it. The reactants are: [CH3:1][C:2]1[CH:6]=[C:5]([CH3:7])[N:4]([C:8]2[CH:9]=[C:10]([CH:25]=[CH:26][CH:27]=2)[O:11][C:12]2[CH:24]=[CH:23][C:22]3[C:21]4[C:16](=[CH:17][CH:18]=[CH:19][CH:20]=4)[NH:15][C:14]=3[CH:13]=2)[N:3]=1.Cl[C:29]1[CH:34]=[C:33]([C:35]2[CH:40]=[CH:39][CH:38]=[CH:37][CH:36]=2)[CH:32]=[CH:31][N:30]=1. (6) Given the product [I:18][C:6]1[C:7]([C:9]([F:12])([F:11])[F:10])=[N:8][C:3]([O:2][CH3:1])=[CH:4][CH:5]=1, predict the reactants needed to synthesize it. The reactants are: [CH3:1][O:2][C:3]1[N:8]=[C:7]([C:9]([F:12])([F:11])[F:10])[C:6](N)=[CH:5][CH:4]=1.N([O-])=O.[Na+].[I-:18].[K+]. (7) Given the product [F:12][C:13]1[CH:14]=[C:15]([NH:20][C:21](=[O:22])[C:23]2[CH:24]=[C:25]([S:30](=[O:32])(=[O:31])[NH:9][C:8](=[NH:10])[N:7]([CH3:11])[CH3:6])[CH:26]=[CH:27][C:28]=2[F:29])[CH:16]=[CH:17][C:18]=1[F:19], predict the reactants needed to synthesize it. The reactants are: S(O)(O)(=O)=O.[CH3:6][N:7]([CH3:11])[C:8]([NH2:10])=[NH:9].[F:12][C:13]1[CH:14]=[C:15]([NH:20][C:21]([C:23]2[CH:24]=[C:25]([S:30](Cl)(=[O:32])=[O:31])[CH:26]=[CH:27][C:28]=2[F:29])=[O:22])[CH:16]=[CH:17][C:18]=1[F:19]. (8) Given the product [CH3:1][O:2][C:3]1[CH:11]=[C:10]2[C:6]([C:7]([CH2:17][C:18]3[N:23]=[C:22]([C:24]([OH:26])=[O:25])[CH:21]=[CH:20][CH:19]=3)=[C:8]([C:12]3[CH:16]=[CH:15][S:14][CH:13]=3)[NH:9]2)=[CH:5][CH:4]=1, predict the reactants needed to synthesize it. The reactants are: [CH3:1][O:2][C:3]1[CH:11]=[C:10]2[C:6]([C:7]([CH2:17][C:18]3[N:23]=[C:22]([C:24]([O:26]C)=[O:25])[CH:21]=[CH:20][CH:19]=3)=[C:8]([C:12]3[CH:16]=[CH:15][S:14][CH:13]=3)[NH:9]2)=[CH:5][CH:4]=1.[OH-].[Na+]. (9) Given the product [CH2:29]([N:31]([CH2:28][CH:2]([OH:1])[CH2:3][O:4][C:5]1[CH:14]=[C:13]2[C:8]([C:9]([O:15][C:16]3[CH:17]=[C:18]4[C:22](=[CH:23][CH:24]=3)[NH:21][C:20]([CH3:25])=[CH:19]4)=[N:10][CH:11]=[N:12]2)=[CH:7][C:6]=1[O:26][CH3:27])[CH2:32][CH3:33])[CH3:30], predict the reactants needed to synthesize it. The reactants are: [O:1]1[CH2:28][CH:2]1[CH2:3][O:4][C:5]1[CH:14]=[C:13]2[C:8]([C:9]([O:15][C:16]3[CH:17]=[C:18]4[C:22](=[CH:23][CH:24]=3)[NH:21][C:20]([CH3:25])=[CH:19]4)=[N:10][CH:11]=[N:12]2)=[CH:7][C:6]=1[O:26][CH3:27].[CH2:29]([NH:31][CH2:32][CH3:33])[CH3:30].